Dataset: Forward reaction prediction with 1.9M reactions from USPTO patents (1976-2016). Task: Predict the product of the given reaction. (1) Given the reactants Cl.[S:2]1[CH:6]=[CH:5][CH:4]=[C:3]1[S:7]([N:10]1[CH2:15][CH2:14][N:13]([C:16]2[CH:21]=[CH:20][C:19]([C:22]([OH:28])([CH3:27])[C:23]([F:26])([F:25])[F:24])=[CH:18][CH:17]=2)[C@@H:12]([CH2:29][C:30]([OH:32])=O)[CH2:11]1)(=[O:9])=[O:8].Cl.[CH3:34][NH:35][O:36][CH3:37].CCN(C(C)C)C(C)C.CN(C(ON1N=NC2C=CC=NC1=2)=[N+](C)C)C.F[P-](F)(F)(F)(F)F, predict the reaction product. The product is: [CH3:37][O:36][N:35]([CH3:34])[C:30](=[O:32])[CH2:29][C@H:12]1[CH2:11][N:10]([S:7]([C:3]2[S:2][CH:6]=[CH:5][CH:4]=2)(=[O:8])=[O:9])[CH2:15][CH2:14][N:13]1[C:16]1[CH:17]=[CH:18][C:19]([C:22]([OH:28])([CH3:27])[C:23]([F:25])([F:26])[F:24])=[CH:20][CH:21]=1. (2) The product is: [CH3:36][NH:37][C:38]([N:24]1[CH2:25][CH2:26][CH:21]([N:18]2[CH2:19][CH2:20][C@@H:16]([CH2:15][C:14]3[C:13]([Cl:28])=[CH:12][C:11]([C:29]4[CH:30]=[CH:31][C:32]([F:35])=[CH:33][CH:34]=4)=[CH:10][C:9]=3[Cl:8])[C:17]2=[O:27])[CH2:22][CH2:23]1)=[O:39]. Given the reactants FC(F)(F)C(O)=O.[Cl:8][C:9]1[CH:10]=[C:11]([C:29]2[CH:34]=[CH:33][C:32]([F:35])=[CH:31][CH:30]=2)[CH:12]=[C:13]([Cl:28])[C:14]=1[CH2:15][C@@H:16]1[CH2:20][CH2:19][N:18]([CH:21]2[CH2:26][CH2:25][NH:24][CH2:23][CH2:22]2)[C:17]1=[O:27].[CH3:36][N:37]=[C:38]=[O:39].C(N(CC)CC)C, predict the reaction product. (3) Given the reactants [C:1]([CH2:3][C:4]([NH2:6])=[O:5])#[N:2].[H-].[Na+].CN([CH:12]=[C:13]([C:19](=O)[CH2:20][CH3:21])[C:14]([O:16][CH2:17][CH3:18])=[O:15])C.Cl, predict the reaction product. The product is: [C:1]([C:3]1[C:4](=[O:5])[NH:6][C:19]([CH2:20][CH3:21])=[C:13]([C:14]([O:16][CH2:17][CH3:18])=[O:15])[CH:12]=1)#[N:2]. (4) Given the reactants [H-].[Na+].COP([CH2:9][C:10]([O:12][CH3:13])=[O:11])(OC)=O.[F:14][CH:15]1[C:22](=O)[CH2:21][CH:20]2[N:24](C(OCC3C=CC=CC=3)=O)[CH:16]1[CH2:17][O:18][CH2:19]2, predict the reaction product. The product is: [F:14][CH:15]1[CH:22]([CH2:9][C:10]([O:12][CH3:13])=[O:11])[CH2:21][CH:20]2[NH:24][CH:16]1[CH2:17][O:18][CH2:19]2. (5) Given the reactants [CH2:1]([N:8]([CH2:25][C:26]1[CH:31]=[CH:30][CH:29]=[CH:28][CH:27]=1)[C:9]1[C:14]2[N:15]=[C:16]([CH2:19][O:20][CH2:21][CH3:22])[N:17]([NH2:18])[C:13]=2[C:12]([CH3:23])=[C:11]([CH3:24])[N:10]=1)[C:2]1[CH:7]=[CH:6][CH:5]=[CH:4][CH:3]=1.CO[C:34](OC)([CH3:36])[CH3:35].C1(C)C=CC(S([O-])(=O)=O)=CC=1.[NH+]1C=CC=CC=1, predict the reaction product. The product is: [CH2:25]([N:8]([CH2:1][C:2]1[CH:3]=[CH:4][CH:5]=[CH:6][CH:7]=1)[C:9]1[C:14]2[N:15]=[C:16]([CH2:19][O:20][CH2:21][CH3:22])[N:17]([N:18]=[C:34]([CH3:36])[CH3:35])[C:13]=2[C:12]([CH3:23])=[C:11]([CH3:24])[N:10]=1)[C:26]1[CH:27]=[CH:28][CH:29]=[CH:30][CH:31]=1. (6) Given the reactants [N:1]1[C:10]2[C:5](=[CH:6][CH:7]=[CH:8][CH:9]=2)[N:4]=[CH:3][C:2]=1[C:11](Cl)=[O:12].[C:14]12([NH2:24])[CH2:23][CH:18]3[CH2:19][CH:20]([CH2:22][CH:16]([CH2:17]3)[CH2:15]1)[CH2:21]2.O, predict the reaction product. The product is: [C:14]12([NH:24][C:11]([C:2]3[CH:3]=[N:4][C:5]4[C:10](=[CH:9][CH:8]=[CH:7][CH:6]=4)[N:1]=3)=[O:12])[CH2:21][CH:20]3[CH2:19][CH:18]([CH2:17][CH:16]([CH2:22]3)[CH2:15]1)[CH2:23]2.